This data is from Peptide-MHC class I binding affinity with 185,985 pairs from IEDB/IMGT. The task is: Regression. Given a peptide amino acid sequence and an MHC pseudo amino acid sequence, predict their binding affinity value. This is MHC class I binding data. (1) The peptide sequence is EPRVQLVPL. The MHC is HLA-B15:01 with pseudo-sequence HLA-B15:01. The binding affinity (normalized) is 0.213. (2) The peptide sequence is RFRNHMCLV. The MHC is HLA-A32:01 with pseudo-sequence HLA-A32:01. The binding affinity (normalized) is 0. (3) The peptide sequence is LSNKYAYDLI. The MHC is H-2-Db with pseudo-sequence H-2-Db. The binding affinity (normalized) is 0.325. (4) The peptide sequence is DIFVSLVKK. The MHC is HLA-A33:01 with pseudo-sequence HLA-A33:01. The binding affinity (normalized) is 0.631.